This data is from Full USPTO retrosynthesis dataset with 1.9M reactions from patents (1976-2016). The task is: Predict the reactants needed to synthesize the given product. (1) The reactants are: [Br:1][C:2]1[CH:3]=[C:4]([CH:25]=[CH:26][C:27]=1[CH2:28][CH3:29])[NH:5][C:6]1[C:15]2[C:10](=[CH:11][CH:12]=[CH:13][CH:14]=2)[C:9]([CH2:16][CH2:17][C:18]2[CH:23]=[CH:22][N:21]=[C:20](O)[CH:19]=2)=[CH:8][N:7]=1.P(Cl)(Cl)([Cl:32])=O.Cl.N. Given the product [Br:1][C:2]1[CH:3]=[C:4]([CH:25]=[CH:26][C:27]=1[CH2:28][CH3:29])[NH:5][C:6]1[C:15]2[C:10](=[CH:11][CH:12]=[CH:13][CH:14]=2)[C:9]([CH2:16][CH2:17][C:18]2[CH:23]=[CH:22][N:21]=[C:20]([Cl:32])[CH:19]=2)=[CH:8][N:7]=1, predict the reactants needed to synthesize it. (2) Given the product [OH:18][CH2:19][C:20]([CH3:49])([CH3:48])[CH:21]([NH:33][C:34]([N:36]1[CH2:41][C:40](=[O:42])[NH:39][C:38]2[CH:43]=[C:44]([CH3:47])[CH:45]=[N:46][C:37]1=2)=[O:35])[C:22]1[CH:23]=[CH:24][C:25]([O:28][C:29]([F:32])([F:30])[F:31])=[CH:26][CH:27]=1, predict the reactants needed to synthesize it. The reactants are: [Si]([O:18][CH2:19][C:20]([CH3:49])([CH3:48])[CH:21]([NH:33][C:34]([N:36]1[CH2:41][C:40](=[O:42])[NH:39][C:38]2[CH:43]=[C:44]([CH3:47])[CH:45]=[N:46][C:37]1=2)=[O:35])[C:22]1[CH:27]=[CH:26][C:25]([O:28][C:29]([F:32])([F:31])[F:30])=[CH:24][CH:23]=1)(C(C)(C)C)(C1C=CC=CC=1)C1C=CC=CC=1.C(O)(=O)C.[F-].C([N+](CCCC)(CCCC)CCCC)CCC.O1CCCC1. (3) Given the product [Si:16]([O:4][CH2:3][C:2](=[CH2:1])[CH2:5][OH:6])([C:12]([CH3:15])([CH3:14])[CH3:13])([C:23]1[CH:24]=[CH:25][CH:26]=[CH:27][CH:28]=1)[C:17]1[CH:22]=[CH:21][CH:20]=[CH:19][CH:18]=1, predict the reactants needed to synthesize it. The reactants are: [CH2:1]=[C:2]([CH2:5][OH:6])[CH2:3][OH:4].N1C=CN=C1.[C:12]([Si:16](Cl)([C:23]1[CH:28]=[CH:27][CH:26]=[CH:25][CH:24]=1)[C:17]1[CH:22]=[CH:21][CH:20]=[CH:19][CH:18]=1)([CH3:15])([CH3:14])[CH3:13]. (4) Given the product [Br:18][CH2:8][C:7]1[C:3]([O:2][CH3:1])=[N:4][N:5]([C:9]2[CH:14]=[CH:13][C:12]([N+:15]([O-:17])=[O:16])=[CH:11][CH:10]=2)[CH:6]=1, predict the reactants needed to synthesize it. The reactants are: [CH3:1][O:2][C:3]1[C:7]([CH3:8])=[CH:6][N:5]([C:9]2[CH:14]=[CH:13][C:12]([N+:15]([O-:17])=[O:16])=[CH:11][CH:10]=2)[N:4]=1.[Br:18]N1C(=O)CCC1=O.N(C(C)(C)C#N)=NC(C)(C)C#N.